Dataset: Forward reaction prediction with 1.9M reactions from USPTO patents (1976-2016). Task: Predict the product of the given reaction. (1) Given the reactants C[O:2][C:3]1[C:8]([O:9][C:10]([F:13])([F:12])[F:11])=[CH:7][CH:6]=[CH:5][C:4]=1[CH:14]1[CH2:19][CH2:18][NH:17][CH2:16][CH2:15]1.Cl.N1C=CC=CC=1, predict the reaction product. The product is: [NH:17]1[CH2:18][CH2:19][CH:14]([C:4]2[CH:5]=[CH:6][CH:7]=[C:8]([O:9][C:10]([F:12])([F:13])[F:11])[C:3]=2[OH:2])[CH2:15][CH2:16]1. (2) Given the reactants [C:1]([O:5][C:6]([N:8]1[CH2:13][CH2:12][CH:11]([NH:14][C:15]2[CH:20]=[CH:19][C:18]([CH3:21])=[CH:17][C:16]=2[NH2:22])[CH:10]([OH:23])[CH2:9]1)=[O:7])([CH3:4])([CH3:3])[CH3:2].[CH:24]1([CH:27]=O)[CH2:26][CH2:25]1.OOS([O-])=O.[K+].[OH-].[Na+], predict the reaction product. The product is: [C:1]([O:5][C:6]([N:8]1[CH2:13][CH2:12][CH:11]([N:14]2[C:15]3[CH:20]=[CH:19][C:18]([CH3:21])=[CH:17][C:16]=3[N:22]=[C:27]2[CH:24]2[CH2:26][CH2:25]2)[CH:10]([OH:23])[CH2:9]1)=[O:7])([CH3:4])([CH3:2])[CH3:3]. (3) Given the reactants Br[C:2]1[CH:3]=[N:4][N:5]([C:9]2[CH:22]=[CH:21][C:12]([C:13]([NH:15][CH2:16][CH2:17][CH2:18][O:19][CH3:20])=[O:14])=[CH:11][N:10]=2)[C:6]=1[O:7]C.[CH2:23]([O:25][C:26]1[CH:31]=[C:30](B(O)O)[CH:29]=[CH:28][N:27]=1)[CH3:24], predict the reaction product. The product is: [CH2:23]([O:25][C:26]1[CH:31]=[C:30]([C:2]2[CH:3]=[N:4][N:5]([C:9]3[CH:22]=[CH:21][C:12]([C:13]([NH:15][CH2:16][CH2:17][CH2:18][O:19][CH3:20])=[O:14])=[CH:11][N:10]=3)[C:6]=2[OH:7])[CH:29]=[CH:28][N:27]=1)[CH3:24].